This data is from Reaction yield outcomes from USPTO patents with 853,638 reactions. The task is: Predict the reaction yield, written as a fraction of the theoretical maximum amount of product (1.0 means a 100% yield; for example, 0.34 means a 34% yield). (1) The reactants are Br[C:2]1[CH:3]=[CH:4][C:5](O)=[C:6]([C:8]2[CH:17]=[CH:16][C:15]3[C:10](=[CH:11][CH:12]=[C:13]([C:18]4[N:22]([CH:23]5[CH2:28][CH2:27][CH2:26][CH2:25][CH2:24]5)[C:21]5[CH:29]=[CH:30][C:31]([C:33]([OH:35])=O)=[CH:32][C:20]=5[N:19]=4)[CH:14]=3)[N:9]=2)C=1.[N:37]1C=CC=CC=1C(=O)C.[OH-:46].[K+]. The catalyst is C(O)C. The product is [CH:23]1([N:22]2[C:21]3[CH:29]=[CH:30][C:31]([C:33]([OH:35])=[O:46])=[CH:32][C:20]=3[N:19]=[C:18]2[C:13]2[CH:14]=[C:15]3[C:10](=[CH:11][CH:12]=2)[N:9]=[C:8]([C:6]2[CH:5]=[CH:4][CH:3]=[CH:2][N:37]=2)[CH:17]=[CH:16]3)[CH2:24][CH2:25][CH2:26][CH2:27][CH2:28]1. The yield is 0.610. (2) The reactants are [O:1]=[S:2]1(=[O:35])[C:8]2[CH:9]=[C:10]([O:14][CH2:15][C:16]([O:18]CC)=[O:17])[C:11]([Br:13])=[CH:12][C:7]=2[N:6]([C:21]2[CH:26]=[CH:25][CH:24]=[CH:23][CH:22]=2)[CH2:5][C:4]([CH2:31][CH2:32][CH2:33][CH3:34])([CH2:27][CH2:28][CH2:29][CH3:30])[CH2:3]1.[OH-].[Na+].C(O)(=O)C. The catalyst is C(O)C. The product is [O:35]=[S:2]1(=[O:1])[C:8]2[CH:9]=[C:10]([O:14][CH2:15][C:16]([OH:18])=[O:17])[C:11]([Br:13])=[CH:12][C:7]=2[N:6]([C:21]2[CH:26]=[CH:25][CH:24]=[CH:23][CH:22]=2)[CH2:5][C:4]([CH2:31][CH2:32][CH2:33][CH3:34])([CH2:27][CH2:28][CH2:29][CH3:30])[CH2:3]1. The yield is 0.950. (3) The reactants are [CH3:1][C:2]1[NH:12][C:5]2[C:6](=[O:11])[N:7]([CH3:10])[CH:8]=[CH:9][C:4]=2[C:3]=1[C:13]([O:15][CH2:16][CH3:17])=[O:14].Br[CH:19]([C:21]1[CH:26]=[CH:25][CH:24]=[CH:23][CH:22]=1)[CH3:20].C(=O)([O-])[O-].[Cs+].[Cs+]. The catalyst is CN(C)C=O. The product is [CH3:1][C:2]1[N:12]([CH:19]([C:21]2[CH:26]=[CH:25][CH:24]=[CH:23][CH:22]=2)[CH3:20])[C:5]2[C:6](=[O:11])[N:7]([CH3:10])[CH:8]=[CH:9][C:4]=2[C:3]=1[C:13]([O:15][CH2:16][CH3:17])=[O:14]. The yield is 0.690. (4) The reactants are [CH2:1]([O:3][C:4](=[O:31])[C:5]([N:7]([CH2:23][C:24]1[CH:29]=[CH:28][C:27](Br)=[CH:26][CH:25]=1)[CH2:8][C:9]1[CH:14]=[CH:13][C:12]([C:15]#[C:16][CH2:17][CH2:18][CH2:19][CH2:20][CH2:21][CH3:22])=[CH:11][CH:10]=1)=[O:6])[CH3:2].[CH:32]#[C:33][CH2:34][CH2:35][CH2:36][CH2:37][CH2:38][CH3:39]. No catalyst specified. The product is [CH2:1]([O:3][C:4](=[O:31])[C:5]([N:7]([CH2:23][C:24]1[CH:29]=[CH:28][C:27]([C:32]#[C:33][CH2:34][CH2:35][CH2:36][CH2:37][CH2:38][CH3:39])=[CH:26][CH:25]=1)[CH2:8][C:9]1[CH:14]=[CH:13][C:12]([C:15]#[C:16][CH2:17][CH2:18][CH2:19][CH2:20][CH2:21][CH3:22])=[CH:11][CH:10]=1)=[O:6])[CH3:2]. The yield is 0.320. (5) The catalyst is CO.O. The reactants are [NH2:1][CH2:2][CH2:3][O:4][CH2:5][CH2:6][OH:7].C([NH:11][C:12]1[CH:21]=[CH:20][C:15]([S:16](Cl)(=[O:18])=[O:17])=[CH:14][CH:13]=1)(=O)C.Cl.C([O-])(O)=O.[Na+]. The product is [NH2:11][C:12]1[CH:21]=[CH:20][C:15]([S:16]([NH:1][CH2:2][CH2:3][O:4][CH2:5][CH2:6][OH:7])(=[O:18])=[O:17])=[CH:14][CH:13]=1. The yield is 0.960.